This data is from Full USPTO retrosynthesis dataset with 1.9M reactions from patents (1976-2016). The task is: Predict the reactants needed to synthesize the given product. (1) Given the product [N+:14]([C:8]1[CH:9]=[C:10]([N+:11]([O-:13])=[O:12])[C:2]2[S:17][C:18]([NH:45][C:44]3[CH:46]=[CH:47][C:41]([C:40]([F:48])([F:49])[F:39])=[CH:42][CH:43]=3)=[N:19][C:4](=[S:59])[C:3]=2[CH:7]=1)([O-:16])=[O:15], predict the reactants needed to synthesize it. The reactants are: Cl[C:2]1[C:10]([N+:11]([O-:13])=[O:12])=[CH:9][C:8]([N+:14]([O-:16])=[O:15])=[CH:7][C:3]=1[C:4](Cl)=O.[S-:17][C:18]#[N:19].[NH4+].C1OCCOCCOCCOCCOCCOC1.[F:39][C:40]([F:49])([F:48])[C:41]1[CH:47]=[CH:46][C:44]([NH2:45])=[CH:43][CH:42]=1.COC1C=CC(P2(SP(C3C=CC(OC)=CC=3)(=S)S2)=[S:59])=CC=1. (2) Given the product [CH3:16][C:15]([NH:2][C:1]([C:3]1[C:8]([CH3:9])=[CH:7][CH:6]=[CH:5][N:4]=1)=[O:11])([CH3:21])[CH3:20], predict the reactants needed to synthesize it. The reactants are: [C:1]([C:3]1[C:8]([CH3:9])=[CH:7][CH:6]=[CH:5][N:4]=1)#[N:2].S(=O)(=O)(O)[OH:11].[C:15]1([CH3:21])[CH:20]=CC=C[CH:16]=1.N. (3) Given the product [CH3:2][O:3][C:4]1[CH:5]=[C:6]([C:12]2[C:13]([CH3:25])([CH3:24])[C:14](=[O:23])[N:15]([CH:17]3[CH2:22][CH2:21][N:20]([C:31]([C:30]4[CH:34]=[CH:35][CH:36]=[C:28]([N:27]([CH3:37])[CH3:26])[CH:29]=4)=[O:32])[CH2:19][CH2:18]3)[N:16]=2)[CH:7]=[CH:8][C:9]=1[O:10][CH3:11], predict the reactants needed to synthesize it. The reactants are: Cl.[CH3:2][O:3][C:4]1[CH:5]=[C:6]([C:12]2[C:13]([CH3:25])([CH3:24])[C:14](=[O:23])[N:15]([CH:17]3[CH2:22][CH2:21][NH:20][CH2:19][CH2:18]3)[N:16]=2)[CH:7]=[CH:8][C:9]=1[O:10][CH3:11].[CH3:26][N:27]([CH3:37])[C:28]1[CH:29]=[C:30]([CH:34]=[CH:35][CH:36]=1)[C:31](O)=[O:32]. (4) Given the product [N:22]1([C:27]([C:29]2[CH:33]=[N:32][N:31]([C:2]3[CH:21]=[CH:20][C:5]([O:6][CH:7]4[CH2:12][CH2:11][N:10]([C:13]([O:15][C:16]([CH3:19])([CH3:18])[CH3:17])=[O:14])[CH2:9][CH2:8]4)=[CH:4][CH:3]=3)[CH:30]=2)=[O:28])[CH2:26][CH2:25][CH2:24][CH2:23]1, predict the reactants needed to synthesize it. The reactants are: I[C:2]1[CH:21]=[CH:20][C:5]([O:6][CH:7]2[CH2:12][CH2:11][N:10]([C:13]([O:15][C:16]([CH3:19])([CH3:18])[CH3:17])=[O:14])[CH2:9][CH2:8]2)=[CH:4][CH:3]=1.[N:22]1([C:27]([C:29]2[CH:30]=[N:31][NH:32][CH:33]=2)=[O:28])[CH2:26][CH2:25][CH2:24][CH2:23]1.CN[C@@H]1CCCC[C@H]1NC.C(=O)([O-])[O-].[Cs+].[Cs+]. (5) Given the product [CH2:1]([N+:8]1[C:16]2[C:11](=[CH:12][C:13]([S:17]([O-:20])(=[O:18])=[O:19])=[CH:14][CH:15]=2)[C:10]([CH3:29])([CH2:21][CH2:22][CH2:23][CH2:24][S:25]([OH:28])(=[O:27])=[O:26])[C:9]=1/[CH:30]=[CH:69]/[CH:68]=[CH:67]/[CH:61]=[C:40]1/[N:39]([CH2:38][CH2:37][CH2:36][CH2:35][CH2:34][C:31]([OH:33])=[O:32])[C:47]2[C:42]([C:41]/1([CH3:60])[CH2:52][CH2:53][CH2:54][CH2:55][S:56]([OH:59])(=[O:57])=[O:58])=[CH:43][C:44]([S:48]([OH:51])(=[O:50])=[O:49])=[CH:45][CH:46]=2)[C:2]1[CH:3]=[CH:4][CH:5]=[CH:6][CH:7]=1, predict the reactants needed to synthesize it. The reactants are: [CH2:1]([N+:8]1[C:16]2[C:11](=[CH:12][C:13]([S:17]([O-:20])(=[O:19])=[O:18])=[CH:14][CH:15]=2)[C:10]([CH3:29])([CH2:21][CH2:22][CH2:23][CH2:24][S:25]([OH:28])(=[O:27])=[O:26])[C:9]=1[CH3:30])[C:2]1[CH:7]=[CH:6][CH:5]=[CH:4][CH:3]=1.[C:31]([CH2:34][CH2:35][CH2:36][CH2:37][CH2:38][N+:39]1[C:47]2[C:42](=[CH:43][C:44]([S:48]([O-:51])(=[O:50])=[O:49])=[CH:45][CH:46]=2)[C:41]([CH3:60])([CH2:52][CH2:53][CH2:54][CH2:55][S:56]([OH:59])(=[O:58])=[O:57])[C:40]=1[CH3:61])([OH:33])=[O:32].C(O)(=O)C.N1C=C[CH:69]=[CH:68][CH:67]=1.C(OC(=O)C)(=O)C. (6) Given the product [CH:5]1[C:6]([CH2:14][C@@H:15]([NH2:32])[CH2:16][C:17]([N:19]2[CH2:31][C:23]3=[N:24][N:25]=[C:26]([C:27]([F:30])([F:29])[F:28])[N:22]3[CH2:21][CH2:20]2)=[O:18])=[C:7]([F:13])[CH:8]=[C:9]([F:12])[C:10]=1[F:11].[C:1]([O-:4])(=[O:3])[CH3:2], predict the reactants needed to synthesize it. The reactants are: [C:1]([OH:4])(=[O:3])[CH3:2].[CH:5]1[C:6]([CH2:14][C@@H:15]([NH2:32])[CH2:16][C:17]([N:19]2[CH2:31][C:23]3=[N:24][N:25]=[C:26]([C:27]([F:30])([F:29])[F:28])[N:22]3[CH2:21][CH2:20]2)=[O:18])=[C:7]([F:13])[CH:8]=[C:9]([F:12])[C:10]=1[F:11]. (7) Given the product [CH2:16]([NH:18][CH2:2][C:3]1([OH:1])[CH2:8][CH2:7][N:6]([C:9]([O:11][C:12]([CH3:15])([CH3:14])[CH3:13])=[O:10])[CH2:5][CH2:4]1)[CH3:17], predict the reactants needed to synthesize it. The reactants are: [O:1]1[C:3]2([CH2:8][CH2:7][N:6]([C:9]([O:11][C:12]([CH3:15])([CH3:14])[CH3:13])=[O:10])[CH2:5][CH2:4]2)[CH2:2]1.[CH2:16]([NH2:18])[CH3:17].CO. (8) Given the product [C:14]([O:13][C:11]([NH:18][CH2:19][C:20]([O:10][C:7]1[CH:8]=[CH:9][C:4]([N+:1]([O-:3])=[O:2])=[CH:5][CH:6]=1)=[O:21])=[O:12])([CH3:17])([CH3:16])[CH3:15], predict the reactants needed to synthesize it. The reactants are: [N+:1]([C:4]1[CH:9]=[CH:8][C:7]([OH:10])=[CH:6][CH:5]=1)([O-:3])=[O:2].[C:11]([NH:18][CH2:19][C:20](O)=[O:21])([O:13][C:14]([CH3:17])([CH3:16])[CH3:15])=[O:12].CCN=C=NCCCN(C)C.Cl. (9) Given the product [F:12][C:13]1[CH:14]=[CH:15][CH:16]=[C:17]2[C:21]=1[CH:20]([CH2:22][C:23]([NH:10][C:9]([NH2:11])=[NH:8])=[O:24])[N:19]([CH2:28][CH:29]([CH3:30])[CH3:31])[C:18]2=[O:32], predict the reactants needed to synthesize it. The reactants are: CC(C)([O-])C.[K+].[Cl-].[NH2:8][C:9]([NH2:11])=[NH2+:10].[F:12][C:13]1[CH:14]=[CH:15][CH:16]=[C:17]2[C:21]=1[CH:20]([CH2:22][C:23](OCC)=[O:24])[N:19]([CH2:28][CH:29]([CH3:31])[CH3:30])[C:18]2=[O:32]. (10) Given the product [NH:19]1[CH2:31][C@H:29]([OH:30])[CH2:28][C@H:20]1[C:21]([NH:23][CH2:24][C:25]([OH:27])=[O:26])=[O:22], predict the reactants needed to synthesize it. The reactants are: N1CCC[C@H]1C(N[C@H](C(O)=O)C)=O.N[C@H](C([N:19]1[CH2:31][C@H:29]([OH:30])[CH2:28][C@H:20]1[C:21]([NH:23][CH2:24][C:25]([OH:27])=[O:26])=[O:22])=O)C.N1CCC[C@H]1C(N1C[C@H](O)C[C@H]1C(O)=O)=O.NCC(N1CCC[C@H]1C(N1C[C@H](O)C[C@H]1C(O)=O)=O)=O.N[C@H](C(N1C[C@H](O)C[C@H]1C(O)=O)=O)CCC(=O)O.N1C[C@H](O)C[C@H]1C(NCC(N1CCC[C@H]1C(O)=O)=O)=O.